From a dataset of Full USPTO retrosynthesis dataset with 1.9M reactions from patents (1976-2016). Predict the reactants needed to synthesize the given product. (1) Given the product [C:15]([NH:6][C:5]1[CH:7]=[CH:8][NH:1][C:2](=[O:3])[N:4]=1)(=[O:17])[CH3:16], predict the reactants needed to synthesize it. The reactants are: [NH:1]1[CH:8]=[CH:7][C:5]([NH2:6])=[N:4][C:2]1=[O:3].N1C=CC=CC=1.[C:15](OC(=O)C)(=[O:17])[CH3:16]. (2) Given the product [CH2:32]([O:40][C:41]1[CH:50]=[CH:49][C:48]([Cl:51])=[CH:47][C:42]=1[C:43](=[O:45])[CH:22]=[P:8]([C:2]1[CH:3]=[CH:4][CH:5]=[CH:6][CH:7]=1)([C:9]1[CH:14]=[CH:13][CH:12]=[CH:11][CH:10]=1)[C:15]1[CH:16]=[CH:17][CH:18]=[CH:19][CH:20]=1)[C:33]1[CH:34]=[CH:35][CH:36]=[CH:37][CH:38]=1, predict the reactants needed to synthesize it. The reactants are: [Br-].[C:2]1([PH+:8]([C:15]2[CH:20]=[CH:19][CH:18]=[CH:17][CH:16]=2)[C:9]2[CH:14]=[CH:13][CH:12]=[CH:11][CH:10]=2)[CH:7]=[CH:6][CH:5]=[CH:4][CH:3]=1.[Li][CH2:22]CCC.CCCCCC.[C:32]([O:40][C:41]1[CH:50]=[CH:49][C:48]([Cl:51])=[CH:47][C:42]=1[C:43]([O:45]C)=O)(=O)[C:33]1[CH:38]=[CH:37][CH:36]=[CH:35][CH:34]=1. (3) Given the product [Cl:29][C:26]1[CH:25]=[CH:24][C:23]([C:22]([N:8]2[CH2:9][CH2:10][C:11]3[NH:12][C:13](=[O:15])[N:33]([N:32]([CH3:34])[CH3:31])[C:4](=[O:5])[C:6]=3[CH2:7]2)=[O:30])=[CH:28][CH:27]=1, predict the reactants needed to synthesize it. The reactants are: C(O[C:4]([C:6]1[CH2:7][N:8]([C:22](=[O:30])[C:23]2[CH:28]=[CH:27][C:26]([Cl:29])=[CH:25][CH:24]=2)[CH2:9][CH2:10][C:11]=1[NH:12][C:13]([O:15]C1C=CC=CC=1)=O)=[O:5])C.[CH3:31][N:32]([CH3:34])[NH2:33].C1CCN2C(=NCCC2)CC1.[OH-].[Na+]. (4) Given the product [C:20]([O:23][C:24]([O:8][CH:7]1[CH:3]([C:1]#[N:2])[CH2:4][N:5]([C:9]([O:11][CH2:12][C:13]2[CH:18]=[CH:17][CH:16]=[CH:15][CH:14]=2)=[O:10])[CH2:6]1)=[O:25])([CH3:22])([CH3:21])[CH3:19], predict the reactants needed to synthesize it. The reactants are: [C:1]([CH:3]1[CH:7]([OH:8])[CH2:6][N:5]([C:9]([O:11][CH2:12][C:13]2[CH:18]=[CH:17][CH:16]=[CH:15][CH:14]=2)=[O:10])[CH2:4]1)#[N:2].[CH3:19][C:20]([O:23][C:24](O[C:24]([O:23][C:20]([CH3:22])([CH3:21])[CH3:19])=[O:25])=[O:25])([CH3:22])[CH3:21]. (5) Given the product [CH2:16]([O:23][C:24]1[CH:25]=[C:26]2[C:31](=[CH:32][C:33]=1[O:34][CH3:35])[N:30]=[CH:29][CH:28]=[C:27]2[O:1][C:2]1[C:3]([CH3:15])=[N:4][C:5]2[C:10]([CH:11]=1)=[CH:9][CH:8]=[CH:7][CH:6]=2)[C:17]1[CH:22]=[CH:21][CH:20]=[CH:19][CH:18]=1, predict the reactants needed to synthesize it. The reactants are: [OH:1][C:2]1[C:3]([CH3:15])=[N:4][C:5]2[C:10]([C:11]=1C(O)=O)=[CH:9][CH:8]=[CH:7][CH:6]=2.[CH2:16]([O:23][C:24]1[CH:25]=[C:26]2[C:31](=[CH:32][C:33]=1[O:34][CH3:35])[N:30]=[CH:29][CH:28]=[C:27]2Cl)[C:17]1[CH:22]=[CH:21][CH:20]=[CH:19][CH:18]=1. (6) Given the product [F:26][C:2]([F:1])([F:25])[CH2:3][N:4]1[C:8]([C:9]2[CH:10]=[C:11]3[N:17]([C:16]4[CH:19]=[C:20]([CH2:23][N:30]5[CH2:31][CH2:32][N:27]([CH2:33][CH2:34][OH:35])[CH2:28][CH2:29]5)[CH:21]=[CH:22][C:15]=4[O:14][CH2:13][CH2:12]3)[N:18]=2)=[N:7][CH:6]=[N:5]1, predict the reactants needed to synthesize it. The reactants are: [F:1][C:2]([F:26])([F:25])[CH2:3][N:4]1[C:8]([C:9]2[CH:10]=[C:11]3[N:17]([N:18]=2)[C:16]2[CH:19]=[C:20]([CH:23]=O)[CH:21]=[CH:22][C:15]=2[O:14][CH2:13][CH2:12]3)=[N:7][CH:6]=[N:5]1.[N:27]1([CH2:33][CH2:34][OH:35])[CH2:32][CH2:31][NH:30][CH2:29][CH2:28]1.C(O[BH-](OC(=O)C)OC(=O)C)(=O)C.[Na+].Cl.C(OCC)C.